Dataset: Peptide-MHC class I binding affinity with 185,985 pairs from IEDB/IMGT. Task: Regression. Given a peptide amino acid sequence and an MHC pseudo amino acid sequence, predict their binding affinity value. This is MHC class I binding data. (1) The peptide sequence is KMKDPKMYH. The MHC is HLA-B39:01 with pseudo-sequence HLA-B39:01. The binding affinity (normalized) is 0.0847. (2) The peptide sequence is MAAILAYTI. The MHC is H-2-Db with pseudo-sequence H-2-Db. The binding affinity (normalized) is 0.446. (3) The peptide sequence is KSRENSTLI. The MHC is HLA-B46:01 with pseudo-sequence HLA-B46:01. The binding affinity (normalized) is 0.0847. (4) The peptide sequence is RRYTRRISL. The MHC is HLA-A02:03 with pseudo-sequence HLA-A02:03. The binding affinity (normalized) is 0.0847. (5) The peptide sequence is VCPLGLLLK. The MHC is HLA-A31:01 with pseudo-sequence HLA-A31:01. The binding affinity (normalized) is 0.0586.